Dataset: Full USPTO retrosynthesis dataset with 1.9M reactions from patents (1976-2016). Task: Predict the reactants needed to synthesize the given product. (1) Given the product [CH3:12][C@@:8]12[C@H:9]3[CH2:10][CH2:11][C@@:2]4([CH3:1])[C@H:3]([C@@H:4]3[CH2:5][CH:6]=[C:7]1[NH:28][C:15](=[O:29])[CH2:14][CH2:13]2)[CH2:19][CH:20]=[C:21]4[C:22]1[CH:23]=[N:24][CH:25]=[CH:26][CH:27]=1, predict the reactants needed to synthesize it. The reactants are: [CH3:1][C@@:2]12[C:21]([C:22]3[CH:23]=[N:24][CH:25]=[CH:26][CH:27]=3)=[CH:20][CH2:19][C@H:3]1[CH:4]1[C@H:9]([CH2:10][CH2:11]2)[C@:8]([CH2:13][CH2:14][C:15](O)=O)([CH3:12])[C:7](=O)[CH2:6][CH2:5]1.[NH3:28].[OH2:29]. (2) Given the product [N:20]1[C:21]2[C:26](=[CH:25][CH:24]=[CH:23][CH:22]=2)[CH:27]=[C:18]([C:14]2[C:13]3[C:28]([NH2:32])=[N:29][CH:30]=[N:31][C:12]=3[N:11]3[C:15]=2[CH2:16][CH2:17][C@H:9]([NH2:8])[CH2:10]3)[CH:19]=1, predict the reactants needed to synthesize it. The reactants are: Cl.C(OC(=O)[NH:8][C@H:9]1[CH2:17][CH2:16][C:15]2[N:11]([C:12]3[N:31]=[CH:30][N:29]=[C:28]([NH2:32])[C:13]=3[C:14]=2[C:18]2[CH:19]=[N:20][C:21]3[C:26]([CH:27]=2)=[CH:25][CH:24]=[CH:23][CH:22]=3)[CH2:10]1)(C)(C)C. (3) Given the product [CH2:23]([C@H:10]1[C@H:11]([NH:14][C@H:15]([C:17]2[CH:18]=[CH:19][CH:20]=[CH:21][CH:22]=2)[CH3:16])[CH2:12][CH2:13][NH:8][CH2:9]1)[CH3:24], predict the reactants needed to synthesize it. The reactants are: C([N:8]1[CH2:13][CH2:12][C@@H:11]([NH:14][C@H:15]([C:17]2[CH:22]=[CH:21][CH:20]=[CH:19][CH:18]=2)[CH3:16])[C@H:10]([CH2:23][CH3:24])[CH2:9]1)C1C=CC=CC=1.ClC(OC(Cl)C)=O. (4) Given the product [CH3:14][C:12]1[C:11]([C:15]([F:16])([F:17])[F:18])=[CH:10][C:9]2[NH:19][C:20](=[O:36])[CH2:21][C:22]([C:23]3[CH:28]=[CH:27][CH:26]=[C:25]([C:29]4[CH:34]=[N:33][CH:32]=[N:31][CH:30]=4)[CH:24]=3)=[N:7][C:8]=2[CH:13]=1, predict the reactants needed to synthesize it. The reactants are: C(OC(=O)[NH:7][C:8]1[CH:13]=[C:12]([CH3:14])[C:11]([C:15]([F:18])([F:17])[F:16])=[CH:10][C:9]=1[NH:19][C:20](=[O:36])[CH2:21][C:22](=O)[C:23]1[CH:28]=[CH:27][CH:26]=[C:25]([C:29]2[CH:30]=[N:31][CH:32]=[N:33][CH:34]=2)[CH:24]=1)(C)(C)C.C(O)(C(F)(F)F)=O. (5) Given the product [Cl:1][C:2]1[N:7]=[CH:6][C:5]([C@@H:8]([OH:31])[CH2:9][NH:10][C@@H:11]2[CH2:20][C:19]3[CH:18]=[C:17]([C:21]4[CH:30]=[CH:29][C:24]([C:25]([O-:27])=[O:26])=[CH:23][CH:22]=4)[CH:16]=[CH:15][C:14]=3[CH2:13][CH2:12]2)=[CH:4][CH:3]=1.[Na+:33], predict the reactants needed to synthesize it. The reactants are: [Cl:1][C:2]1[N:7]=[CH:6][C:5]([C@@H:8]([OH:31])[CH2:9][NH:10][C@@H:11]2[CH2:20][C:19]3[CH:18]=[C:17]([C:21]4[CH:30]=[CH:29][C:24]([C:25]([O:27]C)=[O:26])=[CH:23][CH:22]=4)[CH:16]=[CH:15][C:14]=3[CH2:13][CH2:12]2)=[CH:4][CH:3]=1.[OH-].[Na+:33]. (6) The reactants are: [CH2:1]([O:3][CH:4]([O:7][CH2:8][CH3:9])[CH2:5][NH2:6])[CH3:2].Br[CH2:11][C:12]1[C:17]2[N:18]=[C:19]([N:21](C(OC(C)(C)C)=O)[C:22]([O:24][C:25]([CH3:28])([CH3:27])[CH3:26])=[O:23])[S:20][C:16]=2[CH:15]=[CH:14][CH:13]=1.C(=O)([O-])[O-].[K+].[K+]. Given the product [CH2:1]([O:3][CH:4]([O:7][CH2:8][CH3:9])[CH2:5][NH:6][CH2:11][C:12]1[C:17]2[N:18]=[C:19]([NH:21][C:22](=[O:23])[O:24][C:25]([CH3:27])([CH3:26])[CH3:28])[S:20][C:16]=2[CH:15]=[CH:14][CH:13]=1)[CH3:2], predict the reactants needed to synthesize it. (7) Given the product [NH:25]1[CH2:26][CH2:27][C@@H:23]([O:17][N:16]=[C:3]([C:10]2[CH:11]=[CH:12][CH:13]=[CH:14][CH:15]=2)[C:4]2[CH:9]=[CH:8][CH:7]=[CH:6][CH:5]=2)[CH2:24]1, predict the reactants needed to synthesize it. The reactants are: [OH-].[K+].[C:3](=[N:16][OH:17])([C:10]1[CH:15]=[CH:14][CH:13]=[CH:12][CH:11]=1)[C:4]1[CH:9]=[CH:8][CH:7]=[CH:6][CH:5]=1.CS(O[C@H:23]1[CH2:27][CH2:26][N:25](OC(C)(C)C)[C:24]1=C=O)(=O)=O.O. (8) Given the product [CH3:1][C:2]1[S:3][C:4]([CH3:30])=[CH:5][C:6]=1[C:7]1[C:8]([CH3:29])=[C:9]([CH:26]=[CH:27][CH:28]=1)[CH2:10][NH:11][C:12]1[CH:25]=[CH:24][C:15]2[C@H:16]([CH2:19][C:20]([OH:22])=[O:21])[CH2:17][O:18][C:14]=2[CH:13]=1, predict the reactants needed to synthesize it. The reactants are: [CH3:1][C:2]1[S:3][C:4]([CH3:30])=[CH:5][C:6]=1[C:7]1[C:8]([CH3:29])=[C:9]([CH:26]=[CH:27][CH:28]=1)[CH2:10][NH:11][C:12]1[CH:25]=[CH:24][C:15]2[C@H:16]([CH2:19][C:20]([O:22]C)=[O:21])[CH2:17][O:18][C:14]=2[CH:13]=1.[OH-].[Na+]. (9) Given the product [CH:27]1([CH2:5][N:8]([CH2:9][CH2:10][CH3:11])[C:2]2[N:3]=[CH:4][C:5]([NH:8][C:9](=[O:26])[CH:10]([NH:14][C:15](=[O:25])[CH2:16][C:17]3[CH:22]=[C:21]([F:23])[CH:20]=[C:19]([F:24])[CH:18]=3)[CH2:11][CH2:12][CH3:13])=[N:6][CH:7]=2)[CH2:28][CH2:29]1, predict the reactants needed to synthesize it. The reactants are: Br[C:2]1[N:3]=[CH:4][C:5]([NH:8][C:9](=[O:26])[CH:10]([NH:14][C:15](=[O:25])[CH2:16][C:17]2[CH:22]=[C:21]([F:23])[CH:20]=[C:19]([F:24])[CH:18]=2)[CH2:11][CH2:12][CH3:13])=[N:6][CH:7]=1.[CH:27]1(NCCC)[CH2:29][CH2:28]1. (10) Given the product [ClH:1].[Cl-:1].[CH3:2][NH+:3]1[CH:7]=[CH:6][N:5]([CH:8]2[CH2:12][CH2:11][N:10]([C:13]3[CH:18]=[CH:17][C:16]([NH2:19])=[CH:15][CH:14]=3)[CH2:9]2)[CH2:4]1, predict the reactants needed to synthesize it. The reactants are: [Cl-:1].[CH3:2][N+:3]1[CH:7]=[CH:6][N:5]([CH:8]2[CH2:12][CH2:11][N:10]([C:13]3[CH:18]=[CH:17][C:16]([N+:19]([O-])=O)=[C:15](C)[CH:14]=3)[CH2:9]2)[CH:4]=1.